This data is from Peptide-MHC class II binding affinity with 134,281 pairs from IEDB. The task is: Regression. Given a peptide amino acid sequence and an MHC pseudo amino acid sequence, predict their binding affinity value. This is MHC class II binding data. (1) The peptide sequence is GQEKYTDYLTVMDRY. The MHC is DRB3_0202 with pseudo-sequence DRB3_0202. The binding affinity (normalized) is 0. (2) The peptide sequence is GKAGCQTYKWETFLT. The MHC is HLA-DPA10201-DPB11401 with pseudo-sequence HLA-DPA10201-DPB11401. The binding affinity (normalized) is 0. (3) The peptide sequence is GTKGEAKDVIPEGWK. The MHC is HLA-DQA10301-DQB10302 with pseudo-sequence HLA-DQA10301-DQB10302. The binding affinity (normalized) is 0.0875.